Regression. Given a peptide amino acid sequence and an MHC pseudo amino acid sequence, predict their binding affinity value. This is MHC class II binding data. From a dataset of Peptide-MHC class II binding affinity with 134,281 pairs from IEDB. (1) The binding affinity (normalized) is 0.288. The MHC is DRB1_1201 with pseudo-sequence DRB1_1201. The peptide sequence is KMPMYIAGYKTFDGR. (2) The peptide sequence is SDGSWSTVSSEANAEDVVCC. The MHC is DRB1_0401 with pseudo-sequence DRB1_0401. The binding affinity (normalized) is 0.389. (3) The peptide sequence is SVGKGIHTVFGSAFQ. The MHC is DRB1_0802 with pseudo-sequence DRB1_0802. The binding affinity (normalized) is 0.317. (4) The peptide sequence is PELEEEMFKKRNLTI. The MHC is DRB1_0701 with pseudo-sequence DRB1_0701. The binding affinity (normalized) is 0.